Dataset: Reaction yield outcomes from USPTO patents with 853,638 reactions. Task: Predict the reaction yield, written as a fraction of the theoretical maximum amount of product (1.0 means a 100% yield; for example, 0.34 means a 34% yield). (1) The yield is 0.720. The product is [Si:56]([O:39][C:37](=[CH2:38])[CH2:36][O:35][C@H:32]1[CH2:31][CH2:30][C@H:29]([N:6]2[C:7](=[O:28])[C:8]([CH2:13][C:14]3[CH:15]=[CH:16][C:17]([C:20]4[C:21]([C:26]#[N:27])=[CH:22][CH:23]=[CH:24][CH:25]=4)=[CH:18][CH:19]=3)=[C:9]([CH2:10][CH2:11][CH3:12])[N:4]3[N:3]=[C:2]([CH3:1])[N:40]=[C:5]23)[CH2:34][CH2:33]1)([C:59]([CH3:62])([CH3:61])[CH3:60])([CH3:58])[CH3:57]. The reactants are [CH3:1][C:2]1[N:40]=[C:5]2[N:6]([C@H:29]3[CH2:34][CH2:33][C@H:32]([O:35][CH2:36][C:37](=[O:39])[CH3:38])[CH2:31][CH2:30]3)[C:7](=[O:28])[C:8]([CH2:13][C:14]3[CH:19]=[CH:18][C:17]([C:20]4[C:21]([C:26]#[N:27])=[CH:22][CH:23]=[CH:24][CH:25]=4)=[CH:16][CH:15]=3)=[C:9]([CH2:10][CH2:11][CH3:12])[N:4]2[N:3]=1.C(N(C(C)C)CC)(C)C.FC(F)(F)S(O[Si:56]([C:59]([CH3:62])([CH3:61])[CH3:60])([CH3:58])[CH3:57])(=O)=O. The catalyst is C(Cl)Cl.C(OCC)(=O)C. (2) The reactants are [C:1]([C:4]1[C:22](=[O:23])[C@@:8]2([CH3:24])[C:9]3[C:15]([OH:16])=[CH:14][C:13]([O:17][CH3:18])=[C:12]([C:19]([NH2:21])=[O:20])[C:10]=3[O:11][C:7]2=[CH:6][C:5]=1[OH:25])(=[O:3])[CH3:2].[CH3:26][C:27]1[C:34]([CH3:35])=[C:33]([CH2:36][O:37][C:38]2[CH:43]=[CH:42][CH:41]=[CH:40][CH:39]=2)[CH:32]=[C:31]([CH3:44])[C:28]=1[CH:29]=O.C([SiH](CC)CC)C.FC(F)(F)C(O)=O. The catalyst is C(#N)C. The product is [C:1]([C:4]1[C:22](=[O:23])[C@@:8]2([CH3:24])[C:9]3[C:15]([OH:16])=[CH:14][C:13]([O:17][CH3:18])=[C:12]([C:19]([NH:21][CH2:29][C:28]4[C:31]([CH3:44])=[CH:32][C:33]([CH2:36][O:37][C:38]5[CH:43]=[CH:42][CH:41]=[CH:40][CH:39]=5)=[C:34]([CH3:35])[C:27]=4[CH3:26])=[O:20])[C:10]=3[O:11][C:7]2=[CH:6][C:5]=1[OH:25])(=[O:3])[CH3:2]. The yield is 0.600. (3) The reactants are [N+:1]([O-:4])(O)=[O:2].[ClH:5].[CH3:6][O:7][C:8]1[CH:9]=[C:10]([CH:14]=[CH:15][C:16]=1[O:17][CH2:18][CH2:19][CH2:20][N:21]1[CH2:25][CH2:24][CH2:23][CH2:22]1)[C:11]([OH:13])=[O:12]. The catalyst is C(O)(C(F)(F)F)=O. The product is [ClH:5].[CH3:6][O:7][C:8]1[C:16]([O:17][CH2:18][CH2:19][CH2:20][N:21]2[CH2:22][CH2:23][CH2:24][CH2:25]2)=[CH:15][C:14]([N+:1]([O-:4])=[O:2])=[C:10]([CH:9]=1)[C:11]([OH:13])=[O:12]. The yield is 0.900. (4) The reactants are [C:1]([Si:5]([CH3:22])([CH3:21])[N:6]1[C:14]2[C:9](=[CH:10][C:11](B(O)O)=[CH:12][CH:13]=2)[C:8]([CH:18]([CH3:20])[CH3:19])=[CH:7]1)([CH3:4])([CH3:3])[CH3:2].[OH:23][C:24]1[C:38]([CH3:39])=[CH:37][C:27]([O:28][CH2:29][C:30]([O:32][C:33]([CH3:36])([CH3:35])[CH3:34])=[O:31])=[CH:26][C:25]=1[CH3:40].N1C=CC=CC=1.C(N(CC)CC)C. The catalyst is ClCCl.C([O-])(=O)C.[Cu+2].C([O-])(=O)C. The product is [C:33]([O:32][C:30](=[O:31])[CH2:29][O:28][C:27]1[CH:26]=[C:25]([CH3:40])[C:24]([O:23][C:11]2[CH:10]=[C:9]3[C:14](=[CH:13][CH:12]=2)[N:6]([Si:5]([C:1]([CH3:4])([CH3:3])[CH3:2])([CH3:22])[CH3:21])[CH:7]=[C:8]3[CH:18]([CH3:20])[CH3:19])=[C:38]([CH3:39])[CH:37]=1)([CH3:36])([CH3:35])[CH3:34]. The yield is 0.620. (5) The reactants are [CH3:1][C:2]1[CH:3]=[C:4]([NH:13][C:14]2[N:19]=[C:18]([C:20]([F:23])([F:22])[F:21])[CH:17]=[CH:16][N:15]=2)[CH:5]=[C:6]([C:8]2[S:12][CH:11]=[N:10][CH:9]=2)[CH:7]=1.[Li+].CC([N-]C(C)C)C.[O:32]=[C:33]1[CH2:42][CH2:41][CH2:40][C:39]2[CH:38]=[C:37]([C:43]([OH:45])=[O:44])[CH:36]=[CH:35][C:34]1=2. The catalyst is C1COCC1. The product is [OH:32][C:33]1([C:11]2[S:12][C:8]([C:6]3[CH:5]=[C:4]([NH:13][C:14]4[N:19]=[C:18]([C:20]([F:21])([F:23])[F:22])[CH:17]=[CH:16][N:15]=4)[CH:3]=[C:2]([CH3:1])[CH:7]=3)=[CH:9][N:10]=2)[CH2:42][CH2:41][CH2:40][C:39]2[CH:38]=[C:37]([C:43]([OH:45])=[O:44])[CH:36]=[CH:35][C:34]1=2. The yield is 0.270. (6) The reactants are [H-].[Al+3].[Li+].[H-].[H-].[H-].[N:7]1([C:14](=O)[CH3:15])[CH2:13][CH2:12][CH2:11][NH:10][CH2:9][CH2:8]1.Cl. The catalyst is C1COCC1. The product is [CH2:14]([N:7]1[CH2:13][CH2:12][CH2:11][NH:10][CH2:9][CH2:8]1)[CH3:15]. The yield is 0.400.